Task: Binary Classification. Given a drug SMILES string, predict its activity (active/inactive) in a high-throughput screening assay against a specified biological target.. Dataset: Orexin1 receptor HTS with 218,158 compounds and 233 confirmed actives (1) The compound is s1c(nnc1NC(=O)Nc1ccc(OC)cc1)CCC. The result is 0 (inactive). (2) The compound is s1c2c(CCCC2)c2c1nc1SCC(=Nn1c2=O)c1sccc1. The result is 0 (inactive). (3) The compound is Clc1sc(c2oc(SCC(=O)N3CCc4c3cccc4)nn2)cc1. The result is 0 (inactive). (4) The molecule is O=C(NCCCN1CC(CC(C1)C)C)Cc1c2c([nH]c1C(O)=O)cccc2. The result is 0 (inactive). (5) The drug is O(c1cc2[n+](c(ccc2cc1)/C=C\c1ccc(N(CC)CC)cc1)CC)C. The result is 0 (inactive). (6) The compound is S(CC(=O)NC1CC1)c1nc2[nH]c3c(cc(C(C)C)cc3)c2nn1. The result is 0 (inactive). (7) The compound is Clc1c(c2nc3c(c(c2)C(=O)N\N=C\c2cccnc2)cccc3)cccc1. The result is 0 (inactive).